Dataset: Blood-brain barrier permeability classification from the B3DB database. Task: Regression/Classification. Given a drug SMILES string, predict its absorption, distribution, metabolism, or excretion properties. Task type varies by dataset: regression for continuous measurements (e.g., permeability, clearance, half-life) or binary classification for categorical outcomes (e.g., BBB penetration, CYP inhibition). Dataset: b3db_classification. (1) The compound is CCC(=O)O[C@]1(c2ccccc2)CCN(C)C[C@@H]1CC. The result is 1 (penetrates BBB). (2) The compound is CCc1ccc2c(c1)N(C[C@H](C)CN(C)C)c1ccccc1S2. The result is 1 (penetrates BBB). (3) The molecule is OC(c1ccccc1)(c1ccccc1)C1CCNCC1. The result is 1 (penetrates BBB). (4) The compound is CN(C)CCN(C)n1cc(-c2ccccc2)c2ccccc21. The result is 1 (penetrates BBB). (5) The drug is COC1(NC(=O)CSCC#N)C(=O)N2C(C(=O)O)=C(CSc3nnnn3C)CS[C@H]21. The result is 0 (does not penetrate BBB). (6) The molecule is CO/N=C(\C(=O)N[C@H]1C(=O)N2C(C(=O)O)=C(CSC(=O)c3ccco3)CS[C@H]12)c1csc(N)n1. The result is 0 (does not penetrate BBB). (7) The drug is CN(C)CCCn1c(=O)c2ccccc2c2ccccc21. The result is 1 (penetrates BBB). (8) The result is 0 (does not penetrate BBB). The drug is CC(=O)OCC1=C(C(=O)O)N2C(=O)[C@@H](NC(=O)Cc3ccccc3)[C@H]2SC1.